Dataset: Forward reaction prediction with 1.9M reactions from USPTO patents (1976-2016). Task: Predict the product of the given reaction. (1) Given the reactants [Br:1][C:2]1[CH:3]=[C:4]([C:8]#[CH:9])[CH:5]=[CH:6][CH:7]=1.I[C:11]1[CH:16]=[CH:15][C:14]([O:17][CH:18]([F:20])[F:19])=[CH:13][CH:12]=1.CCOC(C)=O.O, predict the reaction product. The product is: [Br:1][C:2]1[CH:7]=[CH:6][CH:5]=[C:4]([C:8]#[C:9][C:11]2[CH:16]=[CH:15][C:14]([O:17][CH:18]([F:20])[F:19])=[CH:13][CH:12]=2)[CH:3]=1. (2) The product is: [NH2:33][C:2](=[NH:1])[C:3]1[CH:32]=[CH:31][C:6]([O:7][CH2:8][CH2:9][CH2:10][CH:11]2[CH2:16][CH2:15][N:14]([CH2:17][CH2:18][CH2:19][O:20][C:21]3[CH:22]=[CH:23][C:24]([C:25]([NH2:28])=[NH:26])=[CH:29][CH:30]=3)[CH2:13][CH2:12]2)=[CH:5][CH:4]=1. Given the reactants [NH2:1][C:2](=[N:33]O)[C:3]1[CH:32]=[CH:31][C:6]([O:7][CH2:8][CH2:9][CH2:10][CH:11]2[CH2:16][CH2:15][N:14]([CH2:17][CH2:18][CH2:19][O:20][C:21]3[CH:30]=[CH:29][C:24]([C:25]([NH2:28])=[N:26]O)=[CH:23][CH:22]=3)[CH2:13][CH2:12]2)=[CH:5][CH:4]=1.C(OC(=O)C)(=O)C, predict the reaction product.